This data is from NCI-60 drug combinations with 297,098 pairs across 59 cell lines. The task is: Regression. Given two drug SMILES strings and cell line genomic features, predict the synergy score measuring deviation from expected non-interaction effect. (1) Drug 1: CC1=C2C(C(=O)C3(C(CC4C(C3C(C(C2(C)C)(CC1OC(=O)C(C(C5=CC=CC=C5)NC(=O)OC(C)(C)C)O)O)OC(=O)C6=CC=CC=C6)(CO4)OC(=O)C)OC)C)OC. Drug 2: CCC1(CC2CC(C3=C(CCN(C2)C1)C4=CC=CC=C4N3)(C5=C(C=C6C(=C5)C78CCN9C7C(C=CC9)(C(C(C8N6C)(C(=O)OC)O)OC(=O)C)CC)OC)C(=O)OC)O.OS(=O)(=O)O. Cell line: SK-OV-3. Synergy scores: CSS=35.7, Synergy_ZIP=-5.03, Synergy_Bliss=-6.78, Synergy_Loewe=-5.35, Synergy_HSA=-2.25. (2) Drug 1: CC1=C2C(C(=O)C3(C(CC4C(C3C(C(C2(C)C)(CC1OC(=O)C(C(C5=CC=CC=C5)NC(=O)OC(C)(C)C)O)O)OC(=O)C6=CC=CC=C6)(CO4)OC(=O)C)OC)C)OC. Drug 2: C1CN(P(=O)(OC1)NCCCl)CCCl. Cell line: ACHN. Synergy scores: CSS=43.7, Synergy_ZIP=5.82, Synergy_Bliss=4.99, Synergy_Loewe=-18.5, Synergy_HSA=5.68. (3) Drug 1: CCC1(CC2CC(C3=C(CCN(C2)C1)C4=CC=CC=C4N3)(C5=C(C=C6C(=C5)C78CCN9C7C(C=CC9)(C(C(C8N6C)(C(=O)OC)O)OC(=O)C)CC)OC)C(=O)OC)O.OS(=O)(=O)O. Drug 2: CC(C)(C#N)C1=CC(=CC(=C1)CN2C=NC=N2)C(C)(C)C#N. Cell line: NCI-H460. Synergy scores: CSS=-1.34, Synergy_ZIP=3.91, Synergy_Bliss=6.73, Synergy_Loewe=5.12, Synergy_HSA=4.24. (4) Drug 1: CC1C(C(CC(O1)OC2CC(OC(C2O)C)OC3=CC4=CC5=C(C(=O)C(C(C5)C(C(=O)C(C(C)O)O)OC)OC6CC(C(C(O6)C)O)OC7CC(C(C(O7)C)O)OC8CC(C(C(O8)C)O)(C)O)C(=C4C(=C3C)O)O)O)O. Drug 2: CNC(=O)C1=NC=CC(=C1)OC2=CC=C(C=C2)NC(=O)NC3=CC(=C(C=C3)Cl)C(F)(F)F. Cell line: NCI-H226. Synergy scores: CSS=32.3, Synergy_ZIP=2.88, Synergy_Bliss=2.68, Synergy_Loewe=-33.3, Synergy_HSA=-1.16.